This data is from Full USPTO retrosynthesis dataset with 1.9M reactions from patents (1976-2016). The task is: Predict the reactants needed to synthesize the given product. (1) Given the product [NH2:1][C:2]1[N:6]([C:7]2[CH:16]=[CH:15][C:10]3[NH:11][C:12]([CH3:14])=[N:13][C:9]=3[CH:8]=2)[N:5]=[CH:4][C:3]=1[C:17]([C:19]1[NH:20][C:21]2[C:26]([CH:27]=1)=[CH:25][C:24]([O:28][CH2:29][CH2:30][CH2:31][CH3:32])=[CH:23][CH:22]=2)=[O:18], predict the reactants needed to synthesize it. The reactants are: [NH2:1][C:2]1[N:6]([C:7]2[CH:16]=[CH:15][C:10]3[NH:11][C:12]([CH3:14])=[N:13][C:9]=3[CH:8]=2)[N:5]=[CH:4][C:3]=1[C:17]([C:19]1[N:20](S(C2C=CC(C)=CC=2)(=O)=O)[C:21]2[C:26]([CH:27]=1)=[CH:25][C:24]([O:28][CH2:29][CH2:30][CH2:31][CH3:32])=[CH:23][CH:22]=2)=[O:18].[OH-].[Na+].Cl. (2) Given the product [CH:1]1([N:4]2[C:8]([C:9]3[CH:10]=[CH:11][CH:12]=[CH:13][CH:14]=3)=[CH:7][N:6]([CH2:15][C:16]([NH:32][CH:30]([C:21]3[CH:22]=[CH:23][C:24]4[C:29](=[CH:28][CH:27]=[CH:26][CH:25]=4)[CH:20]=3)[CH3:31])=[O:18])[C:5]2=[O:19])[CH2:2][CH2:3]1, predict the reactants needed to synthesize it. The reactants are: [CH:1]1([N:4]2[C:8]([C:9]3[CH:14]=[CH:13][CH:12]=[CH:11][CH:10]=3)=[CH:7][N:6]([CH2:15][C:16]([OH:18])=O)[C:5]2=[O:19])[CH2:3][CH2:2]1.[CH:20]1[C:29]2[C:24](=[CH:25][CH:26]=[CH:27][CH:28]=2)[CH:23]=[CH:22][C:21]=1[CH:30]([NH2:32])[CH3:31].CCN=C=NCCCN(C)C.Cl.C1C=CC2N(O)N=NC=2C=1.